This data is from Forward reaction prediction with 1.9M reactions from USPTO patents (1976-2016). The task is: Predict the product of the given reaction. (1) Given the reactants [NH2:1][C:2]1[CH:7]=[C:6]([NH2:8])[CH:5]=[CH:4][C:3]=1[S:9]([NH:12][C:13]1[CH:14]=[CH:15][C:16]2[CH2:20][O:19][B:18]([OH:21])[C:17]=2[CH:22]=1)(=[O:11])=[O:10].[N:23]([CH2:26][CH3:27])=[C:24]=[O:25], predict the reaction product. The product is: [NH2:8][C:6]1[CH:5]=[CH:4][C:3]([S:9]([NH:12][C:13]2[CH:14]=[CH:15][C:16]3[CH2:20][O:19][B:18]([OH:21])[C:17]=3[CH:22]=2)(=[O:10])=[O:11])=[C:2]([NH:1][C:24]([NH:23][CH2:26][CH3:27])=[O:25])[CH:7]=1. (2) Given the reactants Br[C:2]1[CH:7]=[C:6]([Cl:8])[C:5]([CH2:9][O:10][C:11]2[CH:16]=[CH:15][C:14]([Cl:17])=[C:13]([Cl:18])[CH:12]=2)=[CH:4][C:3]=1[F:19].[Cu][C:21]#[N:22], predict the reaction product. The product is: [Cl:8][C:6]1[C:5]([CH2:9][O:10][C:11]2[CH:16]=[CH:15][C:14]([Cl:17])=[C:13]([Cl:18])[CH:12]=2)=[CH:4][C:3]([F:19])=[C:2]([CH:7]=1)[C:21]#[N:22]. (3) Given the reactants [CH2:1]([O:19][CH:20]([CH2:25][O:26][CH2:27][CH2:28][CH2:29][CH2:30][CH2:31][CH2:32][CH2:33][CH2:34][CH:35]=[CH:36][CH2:37][CH2:38][CH2:39][CH2:40][CH2:41][CH2:42][CH2:43][CH3:44])[CH2:21][N:22]([CH3:24])[CH3:23])[CH2:2][CH2:3][CH2:4][CH2:5][CH2:6][CH2:7][CH2:8][CH:9]=[CH:10][CH2:11][CH2:12][CH2:13][CH2:14][CH2:15][CH2:16][CH2:17][CH3:18].S(OCCCCCCCCC=CCCCCCCCC)(=O)(=O)C.CN(C)CC(O)CO.[OH:76][CH2:77][CH2:78][C:79](=[O:94])[CH2:80][CH2:81][C:82](=[O:93])[CH2:83][CH2:84][O:85][C:86](=[O:92])[CH2:87][CH2:88][CH2:89][CH2:90][Br:91], predict the reaction product. The product is: [Br-:91].[CH2:1]([O:19][CH:20]([CH2:25][O:26][CH2:27][CH2:28][CH2:29][CH2:30][CH2:31][CH2:32][CH2:33][CH2:34][CH:35]=[CH:36][CH2:37][CH2:38][CH2:39][CH2:40][CH2:41][CH2:42][CH2:43][CH3:44])[CH2:21][N+:22]([CH2:90][CH2:89][CH2:88][CH2:87][C:86]([O:85][CH2:84][CH2:83][C:82](=[O:93])[CH2:81][CH2:80][C:79](=[O:94])[CH2:78][CH2:77][OH:76])=[O:92])([CH3:24])[CH3:23])[CH2:2][CH2:3][CH2:4][CH2:5][CH2:6][CH2:7][CH2:8][CH:9]=[CH:10][CH2:11][CH2:12][CH2:13][CH2:14][CH2:15][CH2:16][CH2:17][CH3:18]. (4) Given the reactants [N:1]1[CH:6]=[CH:5][CH:4]=[CH:3][C:2]=1[C:7]1([OH:13])[CH2:12][CH2:11][NH:10][CH2:9][CH2:8]1.[Br:14][C:15]1[CH:16]=[C:17]([Cl:22])[C:18](Cl)=[N:19][CH:20]=1, predict the reaction product. The product is: [Br:14][C:15]1[CH:16]=[C:17]([Cl:22])[C:18]([N:10]2[CH2:9][CH2:8][C:7]([C:2]3[CH:3]=[CH:4][CH:5]=[CH:6][N:1]=3)([OH:13])[CH2:12][CH2:11]2)=[N:19][CH:20]=1. (5) Given the reactants [NH2:1][C:2]1[S:3][CH:4]=[CH:5][N:6]=1.[N:7]([O-])=O.[Na+].Cl.[NH2:12][C:13]1[N:17]2[CH2:18][CH2:19][CH2:20][N:16]2[C:15](=[O:21])[CH:14]=1.C([O-])(=O)C.[Na+], predict the reaction product. The product is: [NH2:12][C:13]1[N:17]2[CH2:18][CH2:19][CH2:20][N:16]2[C:15](=[O:21])[C:14]=1/[N:7]=[N:1]/[C:2]1[S:3][CH:4]=[CH:5][N:6]=1.